This data is from Full USPTO retrosynthesis dataset with 1.9M reactions from patents (1976-2016). The task is: Predict the reactants needed to synthesize the given product. (1) Given the product [F:15][C:10]1[CH:9]=[C:8]([C:22]2[CH:21]=[CH:20][CH:19]=[C:18]([O:17][CH3:16])[CH:23]=2)[CH:13]=[CH:12][C:11]=1[CH3:14], predict the reactants needed to synthesize it. The reactants are: C(=O)([O-])[O-].[Cs+].[Cs+].Br[C:8]1[CH:13]=[CH:12][C:11]([CH3:14])=[C:10]([F:15])[CH:9]=1.[CH3:16][O:17][C:18]1[CH:19]=[C:20](B(O)O)[CH:21]=[CH:22][CH:23]=1. (2) Given the product [C:31]([O:30][C:28](=[O:29])[N:2]([CH2:3][C:4]1[C:17]2[C:12]([C:11]([CH2:18][OH:19])=[C:10]3[C:5]=1[CH:6]=[CH:7][CH:8]=[CH:9]3)=[CH:13][CH:14]=[CH:15][CH:16]=2)[CH3:1])([CH3:32])([CH3:33])[CH3:34], predict the reactants needed to synthesize it. The reactants are: [CH3:1][NH:2][CH2:3][C:4]1[C:17]2[C:12](=[CH:13][CH:14]=[CH:15][CH:16]=2)[C:11]([CH2:18][OH:19])=[C:10]2[C:5]=1[CH:6]=[CH:7][CH:8]=[CH:9]2.[C:28](O[C:28]([O:30][C:31]([CH3:34])([CH3:33])[CH3:32])=[O:29])([O:30][C:31]([CH3:34])([CH3:33])[CH3:32])=[O:29].CN(C)C.